Dataset: Reaction yield outcomes from USPTO patents with 853,638 reactions. Task: Predict the reaction yield, written as a fraction of the theoretical maximum amount of product (1.0 means a 100% yield; for example, 0.34 means a 34% yield). (1) The reactants are [N:1]1([C:7]2[CH:12]=[CH:11][C:10]([NH:13][C:14]([C:16]3[CH:25]=[C:24](Cl)[C:23]4[C:18](=[C:19]([Br:29])[CH:20]=[C:21]([O:27][CH3:28])[CH:22]=4)[N:17]=3)=[O:15])=[CH:9][CH:8]=2)[CH2:6][CH2:5][O:4][CH2:3][CH2:2]1.[CH3:30][NH:31][CH3:32]. The catalyst is O1CCCC1. The product is [N:1]1([C:7]2[CH:12]=[CH:11][C:10]([NH:13][C:14]([C:16]3[CH:25]=[C:24]([N:31]([CH3:32])[CH3:30])[C:23]4[C:18](=[C:19]([Br:29])[CH:20]=[C:21]([O:27][CH3:28])[CH:22]=4)[N:17]=3)=[O:15])=[CH:9][CH:8]=2)[CH2:6][CH2:5][O:4][CH2:3][CH2:2]1. The yield is 0.920. (2) The reactants are [N:1]1[CH:6]=[CH:5][CH:4]=[CH:3][C:2]=1[C:7]1[CH:16]=[C:15]2[C:10]([CH:11]=[CH:12][N:13]=[CH:14]2)=[CH:9][C:8]=1[OH:17].Cl[C:19]1[C:28]2[C:23](=[CH:24][C:25]([O:31][CH3:32])=[C:26]([O:29][CH3:30])[CH:27]=2)[N:22]=[CH:21][CH:20]=1.O. The catalyst is CN(C)C1C=CN=CC=1.ClC1C=CC=CC=1Cl. The product is [CH3:30][O:29][C:26]1[CH:27]=[C:28]2[C:23](=[CH:24][C:25]=1[O:31][CH3:32])[N:22]=[CH:21][CH:20]=[C:19]2[O:17][C:8]1[CH:9]=[C:10]2[C:15](=[CH:16][C:7]=1[C:2]1[CH:3]=[CH:4][CH:5]=[CH:6][N:1]=1)[CH:14]=[N:13][CH:12]=[CH:11]2. The yield is 0.220.